This data is from Peptide-MHC class II binding affinity with 134,281 pairs from IEDB. The task is: Regression. Given a peptide amino acid sequence and an MHC pseudo amino acid sequence, predict their binding affinity value. This is MHC class II binding data. (1) The peptide sequence is YDKFLARVSTVLTGK. The MHC is DRB1_1101 with pseudo-sequence DRB1_1101. The binding affinity (normalized) is 0.769. (2) The MHC is HLA-DQA10102-DQB10602 with pseudo-sequence HLA-DQA10102-DQB10602. The binding affinity (normalized) is 0.403. The peptide sequence is EWVAMTKGEGGVWTFDSEEP. (3) The peptide sequence is AYKTAEGATPEAKYD. The MHC is DRB3_0202 with pseudo-sequence DRB3_0202. The binding affinity (normalized) is 0.184. (4) The peptide sequence is RVKLSALTLKGTSYK. The MHC is HLA-DQA10201-DQB10301 with pseudo-sequence HLA-DQA10201-DQB10301. The binding affinity (normalized) is 0.723. (5) The peptide sequence is ERKYFAATQFEPLAA. The MHC is HLA-DQA10101-DQB10501 with pseudo-sequence HLA-DQA10101-DQB10501. The binding affinity (normalized) is 0.527. (6) The peptide sequence is RNTLLFLDLIILNFV. The MHC is DRB1_0301 with pseudo-sequence DRB1_0301. The binding affinity (normalized) is 0.132. (7) The peptide sequence is NVTENFNMWKNNMVEQMH. The MHC is H-2-IAb with pseudo-sequence H-2-IAb. The binding affinity (normalized) is 0.371. (8) The peptide sequence is THMWFSRAVAQSILA. The MHC is DRB5_0101 with pseudo-sequence DRB5_0101. The binding affinity (normalized) is 0.781. (9) The peptide sequence is YEDAKSPLTASKLTY. The MHC is HLA-DPA10201-DPB10101 with pseudo-sequence HLA-DPA10201-DPB10101. The binding affinity (normalized) is 0.199. (10) The peptide sequence is DYFVLTSHTVMPLSA. The MHC is DRB1_0701 with pseudo-sequence DRB1_0701. The binding affinity (normalized) is 0.736.